Dataset: Reaction yield outcomes from USPTO patents with 853,638 reactions. Task: Predict the reaction yield, written as a fraction of the theoretical maximum amount of product (1.0 means a 100% yield; for example, 0.34 means a 34% yield). (1) The reactants are [Cl-].O[NH3+:3].[C:4](=[O:7])([O-])[OH:5].[Na+].CS(C)=O.[CH:13]1([CH:16]([OH:53])[CH2:17][O:18][C@H:19]2[CH2:24][CH2:23][C@H:22]([N:25]3[C:30](=[O:31])[C:29]([CH2:32][C:33]4[CH:38]=[CH:37][C:36]([C:39]5[C:40]([C:45]#[N:46])=[CH:41][CH:42]=[CH:43][CH:44]=5)=[CH:35][CH:34]=4)=[C:28]([CH2:47][CH2:48][CH3:49])[N:27]4[N:50]=[CH:51][CH:52]=[C:26]34)[CH2:21][CH2:20]2)[CH2:15][CH2:14]1. The catalyst is C(OCC)(=O)C. The product is [CH:13]1([CH:16]([OH:53])[CH2:17][O:18][C@H:19]2[CH2:20][CH2:21][C@H:22]([N:25]3[C:30](=[O:31])[C:29]([CH2:32][C:33]4[CH:34]=[CH:35][C:36]([C:39]5[CH:44]=[CH:43][CH:42]=[CH:41][C:40]=5[C:45]5[NH:3][C:4](=[O:7])[O:5][N:46]=5)=[CH:37][CH:38]=4)=[C:28]([CH2:47][CH2:48][CH3:49])[N:27]4[N:50]=[CH:51][CH:52]=[C:26]34)[CH2:23][CH2:24]2)[CH2:14][CH2:15]1. The yield is 0.810. (2) The yield is 0.970. The catalyst is CN(C)C=O. The product is [CH3:36][N:21]([CH2:20][CH2:19][C:18]1[CH:29]=[CH:30][C:15]([C:12]2[N:13]=[CH:14][N:10]([C:7]3[CH:6]=[CH:5][C:4]([O:3][C:2]([F:1])([F:31])[F:32])=[CH:9][CH:8]=3)[N:11]=2)=[CH:16][CH:17]=1)[C:22](=[O:28])[O:23][C:24]([CH3:25])([CH3:26])[CH3:27]. The reactants are [F:1][C:2]([F:32])([F:31])[O:3][C:4]1[CH:9]=[CH:8][C:7]([N:10]2[CH:14]=[N:13][C:12]([C:15]3[CH:30]=[CH:29][C:18]([CH2:19][CH2:20][NH:21][C:22](=[O:28])[O:23][C:24]([CH3:27])([CH3:26])[CH3:25])=[CH:17][CH:16]=3)=[N:11]2)=[CH:6][CH:5]=1.[H-].[Na+].I[CH3:36]. (3) The reactants are O=[C:2]1[CH2:7][CH2:6][N:5]([C:8]([O:10][C:11]([CH3:14])([CH3:13])[CH3:12])=[O:9])[CH2:4][CH2:3]1.Cl.CN.[CH2:18]([N:20](CC)CC)C.[BH4-].[Na+].N. The catalyst is CC(C)[O-].[Ti+4].CC(C)[O-].CC(C)[O-].CC(C)[O-].C(O)C. The product is [CH3:18][NH:20][CH:2]1[CH2:7][CH2:6][N:5]([C:8]([O:10][C:11]([CH3:14])([CH3:13])[CH3:12])=[O:9])[CH2:4][CH2:3]1. The yield is 0.570. (4) No catalyst specified. The reactants are O=[C:2]1[O:7][C:6]([C:8]2[CH:13]=[CH:12][CH:11]=[CH:10][C:9]=2[O:14]C(=O)C)=[N:5][C:4]2[CH:18]=[CH:19][CH:20]=[CH:21][C:3]1=2.[CH3:22][O:23][C:24]1[CH:25]=[C:26]([CH2:30][CH2:31][NH2:32])[CH:27]=[CH:28][CH:29]=1. The product is [OH:14][C:9]1[CH:10]=[CH:11][CH:12]=[CH:13][C:8]=1[C:6]1[N:32]([CH2:31][CH2:30][C:26]2[CH:27]=[CH:28][CH:29]=[C:24]([O:23][CH3:22])[CH:25]=2)[C:2](=[O:7])[C:3]2[C:4](=[CH:18][CH:19]=[CH:20][CH:21]=2)[N:5]=1. The yield is 0.750. (5) The reactants are [CH3:1][C:2]1([CH3:20])[CH2:7][CH:6]([NH:8][C:9]2[C:14]([C:15]#[N:16])=[CH:13][N:12]=[C:11](Cl)[N:10]=2)[CH2:5][C:4]([CH3:19])([CH3:18])[NH:3]1.[CH:21]1([C:24]2[CH:25]=[C:26]([NH2:36])[CH:27]=[C:28]([N:31]3[CH:35]=[N:34][N:33]=[N:32]3)[C:29]=2[F:30])[CH2:23][CH2:22]1. The catalyst is CC(O)C. The product is [CH3:1][C:2]1([CH3:20])[CH2:7][CH:6]([NH:8][C:9]2[C:14]([C:15]#[N:16])=[CH:13][N:12]=[C:11]([NH:36][C:26]3[CH:27]=[C:28]([N:31]4[CH:35]=[N:34][N:33]=[N:32]4)[C:29]([F:30])=[C:24]([CH:21]4[CH2:23][CH2:22]4)[CH:25]=3)[N:10]=2)[CH2:5][C:4]([CH3:19])([CH3:18])[NH:3]1. The yield is 0.350. (6) The reactants are [CH:1]([N:4]1[C:8]([C:9]2[N:18]=[C:17]3[N:11]([CH2:12][CH2:13][O:14][C:15]4[CH:22]=[C:21](O)[N:20]=[CH:19][C:16]=43)[CH:10]=2)=[N:7][CH:6]=[N:5]1)([CH3:3])[CH3:2].[NH:24]1[CH2:29][CH2:28][CH:27]([CH2:30][OH:31])[CH2:26][CH2:25]1.CO. The catalyst is C(Cl)Cl. The product is [CH:1]([N:4]1[C:8]([C:9]2[N:18]=[C:17]3[C:16]4[CH:19]=[N:20][C:21]([N:24]5[CH2:29][CH2:28][CH:27]([CH2:30][OH:31])[CH2:26][CH2:25]5)=[CH:22][C:15]=4[O:14][CH2:13][CH2:12][N:11]3[CH:10]=2)=[N:7][CH:6]=[N:5]1)([CH3:3])[CH3:2]. The yield is 0.480. (7) The reactants are [N+:1]([C:4]1[CH:12]=[C:11]2[C:7]([C:8]([CH2:13][C:14]#[N:15])=[CH:9][NH:10]2)=[CH:6][CH:5]=1)([O-:3])=[O:2].[CH3:16][C:17]([O:20][C:21](O[C:21]([O:20][C:17]([CH3:19])([CH3:18])[CH3:16])=[O:22])=[O:22])([CH3:19])[CH3:18].CCN(CC)CC. The catalyst is C1COCC1. The product is [C:17]([O:20][C:21](=[O:22])[NH:15][CH2:14][CH2:13][C:8]1[C:7]2[C:11](=[CH:12][C:4]([N+:1]([O-:3])=[O:2])=[CH:5][CH:6]=2)[NH:10][CH:9]=1)([CH3:19])([CH3:18])[CH3:16]. The yield is 0.380. (8) The reactants are I[C:2]1[C:10]2[C:5](=[CH:6][CH:7]=[C:8]([C:11]3[O:15][C:14]([NH:16][CH:17]([CH3:19])[CH3:18])=[N:13][N:12]=3)[CH:9]=2)[N:4]([S:20]([C:23]2[CH:29]=[CH:28][C:26]([CH3:27])=[CH:25][CH:24]=2)(=[O:22])=[O:21])[CH:3]=1.[Cl:30][C:31]1[N:36]=[C:35]([Sn](CCCC)(CCCC)CCCC)[CH:34]=[CH:33][N:32]=1. The catalyst is CN(C=O)C.C(Cl)Cl.C1C=CC([P]([Pd]([P](C2C=CC=CC=2)(C2C=CC=CC=2)C2C=CC=CC=2)([P](C2C=CC=CC=2)(C2C=CC=CC=2)C2C=CC=CC=2)[P](C2C=CC=CC=2)(C2C=CC=CC=2)C2C=CC=CC=2)(C2C=CC=CC=2)C2C=CC=CC=2)=CC=1.[Cu]I. The product is [Cl:30][C:31]1[N:36]=[C:35]([C:2]2[C:10]3[C:5](=[CH:6][CH:7]=[C:8]([C:11]4[O:15][C:14]([NH:16][CH:17]([CH3:18])[CH3:19])=[N:13][N:12]=4)[CH:9]=3)[N:4]([S:20]([C:23]3[CH:24]=[CH:25][C:26]([CH3:27])=[CH:28][CH:29]=3)(=[O:22])=[O:21])[CH:3]=2)[CH:34]=[CH:33][N:32]=1. The yield is 0.690. (9) The yield is 0.850. The catalyst is CCOCC. The product is [C:1]([O:11][C:12]([C:15]([CH2:18][CH2:19][OH:24])([F:17])[F:16])([F:14])[F:13])([C:4]([C:7]([F:10])([F:9])[F:8])([F:6])[F:5])([F:3])[F:2]. The reactants are [C:1]([O:11][C:12]([C:15]([CH2:18][CH2:19]I)([F:17])[F:16])([F:14])[F:13])([C:4]([C:7]([F:10])([F:9])[F:8])([F:6])[F:5])([F:3])[F:2].CNC=[O:24].O.